From a dataset of Full USPTO retrosynthesis dataset with 1.9M reactions from patents (1976-2016). Predict the reactants needed to synthesize the given product. Given the product [CH2:12]([C:10]1[S:11][C:4]2=[N:3][C:2]([N:17]3[CH2:16][CH2:15][N:14]([C:20]([O:22][C:23]([CH3:26])([CH3:25])[CH3:24])=[O:21])[CH2:19][CH2:18]3)=[CH:7][C:6](=[O:8])[N:5]2[N:9]=1)[CH3:13], predict the reactants needed to synthesize it. The reactants are: Cl[C:2]1[N:3]=[C:4]2[S:11][C:10]([CH2:12][CH3:13])=[N:9][N:5]2[C:6](=[O:8])[CH:7]=1.[N:14]1([C:20]([O:22][C:23]([CH3:26])([CH3:25])[CH3:24])=[O:21])[CH2:19][CH2:18][NH:17][CH2:16][CH2:15]1.C(N(CC)C(C)C)(C)C.